From a dataset of Full USPTO retrosynthesis dataset with 1.9M reactions from patents (1976-2016). Predict the reactants needed to synthesize the given product. (1) Given the product [CH3:1][O:2][C:3](=[O:23])[CH2:4][C:5]1[CH:10]=[CH:9][C:8]([O:11][CH3:12])=[C:7]([O:13][C:14]2[CH:19]=[CH:18][C:17]([Br:20])=[CH:16][C:15]=2[CH2:21][N:33]2[C@H:32]([CH3:37])[C@H:31]([C:28]3[CH:29]=[CH:30][CH:25]=[CH:26][CH:27]=3)[O:35][C:34]2=[O:36])[CH:6]=1, predict the reactants needed to synthesize it. The reactants are: [CH3:1][O:2][C:3](=[O:23])[CH2:4][C:5]1[CH:10]=[CH:9][C:8]([O:11][CH3:12])=[C:7]([O:13][C:14]2[CH:19]=[CH:18][C:17]([Br:20])=[CH:16][C:15]=2[CH2:21]Br)[CH:6]=1.Cl[C:25]1[CH:30]=[CH:29][C:28]([C@@H:31]2[O:35][C:34](=[O:36])[NH:33][C@@H:32]2[CH3:37])=[CH:27][CH:26]=1. (2) Given the product [Br:1][C:2]1[CH:7]=[CH:6][CH:5]=[CH:4][C:3]=1[N:8]1[C:25](=[O:26])[CH2:24][C:23](=[O:28])[N:20]([CH2:19][C:18]2[CH:17]=[CH:16][C:15]([C:11]([CH3:14])([CH3:12])[CH3:13])=[CH:22][CH:21]=2)[C:9]1=[O:10], predict the reactants needed to synthesize it. The reactants are: [Br:1][C:2]1[CH:7]=[CH:6][CH:5]=[CH:4][C:3]=1[N:8]=[C:9]=[O:10].[C:11]([C:15]1[CH:22]=[CH:21][C:18]([CH2:19][NH2:20])=[CH:17][CH:16]=1)([CH3:14])([CH3:13])[CH3:12].[C:23](Cl)(=[O:28])[CH2:24][C:25](Cl)=[O:26]. (3) Given the product [CH:14]1([C:34]2[C:35]([O:48][C@H:49]3[C@H:54]4[CH2:55][C@H:51]([CH2:52][N:53]4[C@H:56]([C:58]4[CH:59]=[CH:60][CH:61]=[CH:62][CH:63]=4)[CH3:57])[CH2:50]3)=[CH:36][C:37]([F:47])=[C:38]([CH:46]=2)[C:39]([O:41][C:42]([CH3:43])([CH3:44])[CH3:45])=[O:40])[CH2:6][CH2:5]1, predict the reactants needed to synthesize it. The reactants are: ClC1C(O[C@@H]2CCC(=O)N(CC3C=CC(OC)=CC=3)C2)=C[C:5](F)=[C:6]([CH:14]=1)C(OC(C)(C)C)=O.Cl[C:34]1[C:35]([O:48][C@H:49]2[C@H:54]3[CH2:55][C@H:51]([CH2:52][N:53]3[C@H:56]([C:58]3[CH:63]=[CH:62][CH:61]=[CH:60][CH:59]=3)[CH3:57])[CH2:50]2)=[CH:36][C:37]([F:47])=[C:38]([CH:46]=1)[C:39]([O:41][C:42]([CH3:45])([CH3:44])[CH3:43])=[O:40]. (4) Given the product [CH3:14][O:13][C:11]([NH:10][C:7]1[C:6]([O:15][CH3:16])=[C:5]([C:3]([OH:4])=[O:2])[O:9][N:8]=1)=[O:12], predict the reactants needed to synthesize it. The reactants are: C[O:2][C:3]([C:5]1[O:9][N:8]=[C:7]([NH:10][C:11]([O:13][CH3:14])=[O:12])[C:6]=1[O:15][CH3:16])=[O:4].[OH-].[Na+].Cl. (5) Given the product [CH3:1][N:2]1[C:6]([C:10]2([OH:17])[CH2:16][CH2:15][CH:14]=[CH:13][CH2:12][CH2:11]2)=[C:5]([N+:7]([O-:9])=[O:8])[CH:4]=[N:3]1, predict the reactants needed to synthesize it. The reactants are: [CH3:1][N:2]1[CH:6]=[C:5]([N+:7]([O-:9])=[O:8])[CH:4]=[N:3]1.[C:10]1(=[O:17])[CH2:16][CH2:15][CH:14]=[CH:13][CH2:12][CH2:11]1.C[Si](C)(C)[N-][Si](C)(C)C.[Li+].[Cl-].[NH4+]. (6) Given the product [I:20][C:21]1[CH:29]=[CH:28][C:27]([CH3:30])=[CH:26][C:22]=1[C:23]([N:4]1[CH2:5][CH2:6][CH2:7][C@@H:2]([CH3:1])[C@H:3]1[CH2:8][N:9]1[C:17](=[O:18])[C:16]2[C:11](=[CH:12][CH:13]=[CH:14][CH:15]=2)[C:10]1=[O:19])=[O:24], predict the reactants needed to synthesize it. The reactants are: [CH3:1][C@@H:2]1[CH2:7][CH2:6][CH2:5][NH:4][C@@H:3]1[CH2:8][N:9]1[C:17](=[O:18])[C:16]2[C:11](=[CH:12][CH:13]=[CH:14][CH:15]=2)[C:10]1=[O:19].[I:20][C:21]1[CH:29]=[CH:28][C:27]([CH3:30])=[CH:26][C:22]=1[C:23](O)=[O:24].CCN(C(C)C)C(C)C.CN(C(ON1N=NC2C=CC=NC1=2)=[N+](C)C)C.F[P-](F)(F)(F)(F)F. (7) Given the product [CH3:1][O:2][C:3](=[O:14])[C:4]([CH3:12])([CH3:13])[CH2:5][N:6]([C:18]1[C:19]([N+:23]([O-:25])=[O:24])=[CH:20][N:21]=[C:16]([Cl:15])[N:17]=1)[CH:7]1[CH2:8][CH2:9][CH2:10][CH2:11]1, predict the reactants needed to synthesize it. The reactants are: [CH3:1][O:2][C:3](=[O:14])[C:4]([CH3:13])([CH3:12])[CH2:5][NH:6][CH:7]1[CH2:11][CH2:10][CH2:9][CH2:8]1.[Cl:15][C:16]1[N:21]=[C:20](Cl)[C:19]([N+:23]([O-:25])=[O:24])=[CH:18][N:17]=1.CCOCC.C(=O)(O)[O-].[K+].